From a dataset of Forward reaction prediction with 1.9M reactions from USPTO patents (1976-2016). Predict the product of the given reaction. (1) Given the reactants [C:1]1([CH3:10])[CH:6]=[CH:5][C:4]([B:7]([OH:9])[OH:8])=[CH:3][CH:2]=1.O[CH2:12][C:13]([CH3:17])([CH2:15]O)[CH3:14].[Br:18]N1C(=O)CCC1=O.C(OOC(=O)C1C=CC=CC=1)(=O)C1C=CC=CC=1, predict the reaction product. The product is: [CH2:12]([O:8][B:7]([C:4]1[CH:5]=[CH:6][C:1]([CH2:10][Br:18])=[CH:2][CH:3]=1)[OH:9])[C:13]([CH3:17])([CH3:15])[CH3:14]. (2) Given the reactants [F:1][C:2]1[CH:3]=[C:4]([NH2:12])[CH:5]=[C:6]2[C:10]=1[CH2:9][N:8]([CH3:11])[CH2:7]2.CN(C1C(C2C(P(C3CCCCC3)C3CCCCC3)=CC=CC=2)=CC=CC=1)C.Cl[C:42]1[N:47]=[C:46]([NH:48][C@@H:49]2[CH2:54][CH2:53][CH2:52][N:51]([C:55](=[O:58])[CH:56]=[CH2:57])[CH2:50]2)[C:45]([F:59])=[CH:44][N:43]=1.C([O-])([O-])=O.[Na+].[Na+], predict the reaction product. The product is: [F:59][C:45]1[C:46]([NH:48][C@@H:49]2[CH2:54][CH2:53][CH2:52][N:51]([C:55](=[O:58])[CH:56]=[CH2:57])[CH2:50]2)=[N:47][C:42]([NH:12][C:4]2[CH:5]=[C:6]3[C:10](=[C:2]([F:1])[CH:3]=2)[CH2:9][N:8]([CH3:11])[CH2:7]3)=[N:43][CH:44]=1. (3) Given the reactants [CH3:1][O:2][C:3]([CH:5]1[C:10](=[O:11])[C:9]([CH3:13])([CH3:12])[CH2:8][N:7]([C:14](=[O:22])[C:15]2[CH:20]=[CH:19][C:18]([F:21])=[CH:17][CH:16]=2)[CH2:6]1)=[O:4].[BH4-].[Na+].CC(C)=O, predict the reaction product. The product is: [CH3:1][O:2][C:3]([CH:5]1[CH:10]([OH:11])[C:9]([CH3:13])([CH3:12])[CH2:8][N:7]([C:14](=[O:22])[C:15]2[CH:16]=[CH:17][C:18]([F:21])=[CH:19][CH:20]=2)[CH2:6]1)=[O:4]. (4) Given the reactants C(O[BH-](OC(=O)C)OC(=O)C)(=O)C.[Na+].[C:15]([N:22]1[CH2:27][CH2:26][C:25](=O)[CH2:24][CH2:23]1)([O:17][C:18]([CH3:21])([CH3:20])[CH3:19])=[O:16].[CH2:29]([NH2:34])[CH2:30][CH:31]([CH3:33])[CH3:32].ClCCl, predict the reaction product. The product is: [C:18]([O:17][C:15]([N:22]1[CH2:27][CH2:26][CH:25]([NH:34][CH2:29][CH2:30][CH:31]([CH3:33])[CH3:32])[CH2:24][CH2:23]1)=[O:16])([CH3:21])([CH3:20])[CH3:19].